Predict which catalyst facilitates the given reaction. From a dataset of Catalyst prediction with 721,799 reactions and 888 catalyst types from USPTO. (1) Reactant: Cl[C:2]1[S:3][C:4]([C:7]([F:10])([F:9])[F:8])=[N:5][N:6]=1.NC[CH:13]1[CH2:18][CH2:17][N:16]([CH2:19][C:20]2[CH:25]=[CH:24][CH:23]=[CH:22][CH:21]=2)[CH2:15][CH2:14]1.C([N:29](C(C)C)CC)(C)C. Product: [CH2:19]([N:16]1[CH2:17][CH2:18][CH:13]([NH:29][C:2]2[S:3][C:4]([C:7]([F:10])([F:9])[F:8])=[N:5][N:6]=2)[CH2:14][CH2:15]1)[C:20]1[CH:25]=[CH:24][CH:23]=[CH:22][CH:21]=1. The catalyst class is: 245. (2) Reactant: [C:1]([O:5][C:6]([NH:8][CH:9]([C:28](=[O:32])[N:29]([CH3:31])[CH3:30])[C:10]1[CH:27]=[CH:26][C:13]([O:14][C:15]2[CH:20]=[CH:19][C:18]([CH2:21][CH2:22][C:23](O)=[O:24])=[CH:17][CH:16]=2)=[CH:12][CH:11]=1)=[O:7])([CH3:4])([CH3:3])[CH3:2].C([N:35](CC)CC)C.CN([P+](ON1N=NC2C=CC=CC1=2)(N(C)C)N(C)C)C.F[P-](F)(F)(F)(F)F. Product: [C:1]([O:5][C:6](=[O:7])[NH:8][CH:9]([C:10]1[CH:11]=[CH:12][C:13]([O:14][C:15]2[CH:16]=[CH:17][C:18]([CH2:21][CH2:22][C:23](=[O:24])[NH2:35])=[CH:19][CH:20]=2)=[CH:26][CH:27]=1)[C:28](=[O:32])[N:29]([CH3:30])[CH3:31])([CH3:3])([CH3:4])[CH3:2]. The catalyst class is: 2. (3) Reactant: O[CH:2]([CH2:15][O:16][CH3:17])[CH2:3][NH:4][C:5](=[O:14])[O:6][CH2:7][C:8]1[CH:13]=[CH:12][CH:11]=[CH:10][CH:9]=1.[C:18]1(=[O:28])[C:26]2[C:21](=[CH:22][CH:23]=[CH:24][CH:25]=2)[C:20](=[O:27])[NH:19]1.C1(P(C2C=CC=CC=2)C2C=CC=CC=2)C=CC=CC=1.N(C(OC(C)C)=O)=NC(OC(C)C)=O. Product: [O:28]=[C:18]1[C:26]2[C:21](=[CH:22][CH:23]=[CH:24][CH:25]=2)[C:20](=[O:27])[N:19]1[CH:2]([CH2:15][O:16][CH3:17])[CH2:3][NH:4][C:5](=[O:14])[O:6][CH2:7][C:8]1[CH:13]=[CH:12][CH:11]=[CH:10][CH:9]=1. The catalyst class is: 1. (4) Reactant: [C:1]1(P(C2C=CC=CC=2)C2C=CC=CC=2)C=CC=CC=1.O[CH:21](C)[CH2:22][NH:23][C:24](=[O:30])[O:25][C:26]([CH3:29])([CH3:28])[CH3:27].[O:32]([CH2:39][C:40]1[CH:44]=[C:43]([C:45]([O:47][CH2:48][CH3:49])=[O:46])[NH:42][N:41]=1)[C:33]1[CH:38]=[CH:37][CH:36]=[CH:35][CH:34]=1. Product: [C:26]([O:25][C:24]([NH:23][CH:22]([CH3:21])[CH2:1][N:42]1[C:43]([C:45]([O:47][CH2:48][CH3:49])=[O:46])=[CH:44][C:40]([CH2:39][O:32][C:33]2[CH:38]=[CH:37][CH:36]=[CH:35][CH:34]=2)=[N:41]1)=[O:30])([CH3:27])([CH3:28])[CH3:29]. The catalyst class is: 1.